Task: Regression/Classification. Given a drug SMILES string, predict its toxicity properties. Task type varies by dataset: regression for continuous values (e.g., LD50, hERG inhibition percentage) or binary classification for toxic/non-toxic outcomes (e.g., AMES mutagenicity, cardiotoxicity, hepatotoxicity). Dataset: herg_karim.. Dataset: hERG potassium channel inhibition data for cardiac toxicity prediction from Karim et al. (1) The compound is Cc1nn(C)c(Cl)c1S(=O)(=O)NCCN1CC2CN(CCCOc3ccc(C#N)cc3)CC(C1)O2. The result is 0 (non-blocker). (2) The molecule is CO[C@@H](C(=O)N1Cc2[nH]nc(NC(=O)c3ccc(N4CCN(C)CC4)cc3)c2C1)c1ccccc1. The result is 0 (non-blocker).